Dataset: Forward reaction prediction with 1.9M reactions from USPTO patents (1976-2016). Task: Predict the product of the given reaction. (1) Given the reactants Cl.[NH2:2][CH2:3][C:4]1[CH:5]=[C:6]2[C:10](=[CH:11][CH:12]=1)[C:9](=[O:13])[N:8]([CH2:14][C:15]([O:17][C:18]([CH3:21])([CH3:20])[CH3:19])=[O:16])[C:7]2=[O:22].[CH3:23][S:24](Cl)(=[O:26])=[O:25], predict the reaction product. The product is: [CH3:23][S:24]([NH:2][CH2:3][C:4]1[CH:5]=[C:6]2[C:10](=[CH:11][CH:12]=1)[C:9](=[O:13])[N:8]([CH2:14][C:15]([O:17][C:18]([CH3:19])([CH3:21])[CH3:20])=[O:16])[C:7]2=[O:22])(=[O:26])=[O:25]. (2) Given the reactants [CH3:1][NH:2][C:3](=[S:6])[NH:4][NH2:5].[F:7][C:8]1[CH:16]=[CH:15][C:11]([C:12](Cl)=O)=[CH:10][CH:9]=1, predict the reaction product. The product is: [F:7][C:8]1[CH:16]=[CH:15][C:11]([C:12]2[N:2]([CH3:1])[C:3](=[S:6])[NH:4][N:5]=2)=[CH:10][CH:9]=1. (3) The product is: [C:1]([Si:5]([CH3:35])([CH3:34])[O:6][CH:7]1[CH2:23][N:11]2[C:12](=[O:22])[CH:13]=[C:14]([C:16]3[CH:21]=[CH:20][CH:19]=[CH:18][CH:17]=3)[N:15]=[C:10]2[N:9]([C:24]2[CH:29]=[CH:28][N:27]=[C:26]([NH:44][CH:42]([C:36]3[CH:41]=[CH:40][CH:39]=[CH:38][CH:37]=3)[CH3:43])[N:25]=2)[CH2:8]1)([CH3:4])([CH3:3])[CH3:2]. Given the reactants [C:1]([Si:5]([CH3:35])([CH3:34])[O:6][CH:7]1[CH2:23][N:11]2[C:12](=[O:22])[CH:13]=[C:14]([C:16]3[CH:21]=[CH:20][CH:19]=[CH:18][CH:17]=3)[N:15]=[C:10]2[N:9]([C:24]2[CH:29]=[CH:28][N:27]=[C:26](S(C)(=O)=O)[N:25]=2)[CH2:8]1)([CH3:4])([CH3:3])[CH3:2].[C:36]1([C@@H:42]([NH2:44])[CH3:43])[CH:41]=[CH:40][CH:39]=[CH:38][CH:37]=1, predict the reaction product. (4) Given the reactants Br[C:2]1[CH:3]=[CH:4][C:5]([O:28][CH3:29])=[C:6]([N:8]2[C:17]3[C:12](=[CH:13][C:14]([S:18]([NH:21][C:22]4[CH:26]=[CH:25][O:24][N:23]=4)(=[O:20])=[O:19])=[CH:15][CH:16]=3)[CH:11]=[CH:10][C:9]2=[O:27])[CH:7]=1.[Cl-].[C:31]([O:35][C:36](=[O:39])[CH2:37][Zn+])([CH3:34])([CH3:33])[CH3:32], predict the reaction product. The product is: [O:24]1[CH:25]=[CH:26][C:22]([NH:21][S:18]([C:14]2[CH:13]=[C:12]3[C:17](=[CH:16][CH:15]=2)[N:8]([C:6]2[CH:7]=[C:2]([CH2:37][C:36]([O:35][C:31]([CH3:34])([CH3:33])[CH3:32])=[O:39])[CH:3]=[CH:4][C:5]=2[O:28][CH3:29])[C:9](=[O:27])[CH:10]=[CH:11]3)(=[O:20])=[O:19])=[N:23]1.